From a dataset of Full USPTO retrosynthesis dataset with 1.9M reactions from patents (1976-2016). Predict the reactants needed to synthesize the given product. (1) Given the product [C:1](=[O:9])([O:2][CH:3]([I:10])[CH3:4])[S:6][CH2:7][CH3:8], predict the reactants needed to synthesize it. The reactants are: [C:1](=[O:9])([S:6][CH2:7][CH3:8])[O:2][CH:3](Cl)[CH3:4].[I-:10].[Na+].C1OCCOCCOCCOCCOCCOC1.C(OCC)(=O)C. (2) Given the product [Br-:23].[F:34][C:31]1[CH:30]=[CH:29][C:28]([CH2:27][O:26][CH2:25][CH2:24][N+:1]23[CH2:6][CH2:5][C:4]([C:9]([OH:10])([C:17]4[CH:22]=[CH:21][CH:20]=[CH:19][CH:18]=4)[C:11]4[CH:12]=[CH:13][CH:14]=[CH:15][CH:16]=4)([CH2:3][CH2:2]2)[CH2:7][CH2:8]3)=[CH:33][CH:32]=1, predict the reactants needed to synthesize it. The reactants are: [N:1]12[CH2:8][CH2:7][C:4]([C:9]([C:17]3[CH:22]=[CH:21][CH:20]=[CH:19][CH:18]=3)([C:11]3[CH:16]=[CH:15][CH:14]=[CH:13][CH:12]=3)[OH:10])([CH2:5][CH2:6]1)[CH2:3][CH2:2]2.[Br:23][CH2:24][CH2:25][O:26][CH2:27][C:28]1[CH:33]=[CH:32][C:31]([F:34])=[CH:30][CH:29]=1. (3) Given the product [CH3:56][O:57][CH2:58][CH2:59][NH:60][C:30]([C:26]1[C:25]([CH3:33])=[C:24](/[CH:23]=[C:16]2\[C:17](=[O:22])[NH:18][C:19]3[C:15]\2=[CH:14][C:13]([S:10]([CH2:9][C:3]2[C:4]([Cl:8])=[CH:5][CH:6]=[CH:7][C:2]=2[Cl:1])(=[O:12])=[O:11])=[CH:21][CH:20]=3)[NH:28][C:27]=1[CH3:29])=[O:32], predict the reactants needed to synthesize it. The reactants are: [Cl:1][C:2]1[CH:7]=[CH:6][CH:5]=[C:4]([Cl:8])[C:3]=1[CH2:9][S:10]([C:13]1[CH:14]=[C:15]2[C:19](=[CH:20][CH:21]=1)[NH:18][C:17](=[O:22])/[C:16]/2=[CH:23]\[C:24]1[NH:28][C:27]([CH3:29])=[C:26]([C:30]([OH:32])=O)[C:25]=1[CH3:33])(=[O:12])=[O:11].C1C=CC2N(O)N=NC=2C=1.CCN=C=NCCCN(C)C.Cl.[CH3:56][O:57][CH2:58][CH2:59][NH2:60]. (4) Given the product [C:12]([CH:11]=[CH:10][C:9]1[CH:8]=[CH:7][C:6]([O:23][C:17](=[O:21])[CH2:18][CH2:33][CH3:34])=[CH:16][CH:15]=1)([OH:14])=[O:13], predict the reactants needed to synthesize it. The reactants are: C([C:6]1[CH:16]=[CH:15][C:9]([CH:10]=[CH:11][C:12]([OH:14])=[O:13])=[CH:8][CH:7]=1)(=O)CCC.[C:17](Cl)(=[O:21])[C:18](Cl)=O.[O:23]1CCOCC1.N1[CH:34]=[CH:33]C=CC=1. (5) Given the product [NH2:28][C:24]1[C:23]([CH3:39])=[C:22]([C:7]2[C:8]3[C:16]4[C:11](=[CH:12][C:13]([O:17][CH2:18][CH2:19][O:20][CH3:21])=[CH:14][CH:15]=4)[NH:10][C:9]=3[C:4]([C:1]([NH2:2])=[O:3])=[N:5][CH:6]=2)[CH:27]=[CH:26][CH:25]=1, predict the reactants needed to synthesize it. The reactants are: [C:1]([C:4]1[C:9]2[NH:10][C:11]3[C:16]([C:8]=2[C:7]([C:22]2[C:23]([CH3:39])=[C:24]([NH:28]C(=O)OCC4C=CC=CC=4)[CH:25]=[CH:26][CH:27]=2)=[CH:6][N:5]=1)=[CH:15][CH:14]=[C:13]([O:17][CH2:18][CH2:19][O:20][CH3:21])[CH:12]=3)(=[O:3])[NH2:2]. (6) The reactants are: [C:1]([O:5][C:6]([N:8]1[CH2:15][C@H:14]2[C@H:10]([CH2:11][CH:12]([CH3:16])[CH2:13]2)[C@H:9]1[CH2:17][NH2:18])=[O:7])([CH3:4])([CH3:3])[CH3:2].[CH3:19][C:20]1[N:21]=[C:22]2[N:26]([C:27]=1[C:28](O)=[O:29])[CH:25]=[CH:24][S:23]2. Given the product [C:1]([O:5][C:6]([N:8]1[CH2:15][C@H:14]2[C@H:10]([CH2:11][CH:12]([CH3:16])[CH2:13]2)[C@H:9]1[CH2:17][NH:18][C:28]([C:27]1[N:26]2[C:22]([S:23][CH:24]=[CH:25]2)=[N:21][C:20]=1[CH3:19])=[O:29])=[O:7])([CH3:3])([CH3:4])[CH3:2], predict the reactants needed to synthesize it. (7) Given the product [NH2:1][C:2](=[S:13])[CH2:3][CH2:4][CH2:5][CH2:6][C:7]([O:9][CH3:10])=[O:8], predict the reactants needed to synthesize it. The reactants are: [NH2:1][C:2](=O)[CH2:3][CH2:4][CH2:5][CH2:6][C:7]([O:9][CH3:10])=[O:8].P12(SP3(SP(SP(S3)(S1)=S)(=S)S2)=S)=[S:13].